Dataset: NCI-60 drug combinations with 297,098 pairs across 59 cell lines. Task: Regression. Given two drug SMILES strings and cell line genomic features, predict the synergy score measuring deviation from expected non-interaction effect. (1) Drug 1: C1=CN(C(=O)N=C1N)C2C(C(C(O2)CO)O)O.Cl. Drug 2: CS(=O)(=O)OCCCCOS(=O)(=O)C. Cell line: OVCAR-4. Synergy scores: CSS=0.0430, Synergy_ZIP=-0.475, Synergy_Bliss=1.18, Synergy_Loewe=-0.482, Synergy_HSA=0.0156. (2) Drug 1: CC1OCC2C(O1)C(C(C(O2)OC3C4COC(=O)C4C(C5=CC6=C(C=C35)OCO6)C7=CC(=C(C(=C7)OC)O)OC)O)O. Drug 2: C1=CC=C(C=C1)NC(=O)CCCCCCC(=O)NO. Cell line: TK-10. Synergy scores: CSS=36.3, Synergy_ZIP=-2.75, Synergy_Bliss=0.331, Synergy_Loewe=1.65, Synergy_HSA=3.53.